From a dataset of Catalyst prediction with 721,799 reactions and 888 catalyst types from USPTO. Predict which catalyst facilitates the given reaction. Reactant: Cl[C:2]1[CH:3]=[C:4]([CH:20]=[CH:21][CH:22]=1)[C:5]([C:7]1[C:12](=[O:13])[CH:11]=[CH:10][N:9]([C:14]2[CH:15]=[N:16][N:17]([CH3:19])[CH:18]=2)[N:8]=1)=[O:6].[B:23]1([B:23]2[O:27][C:26]([CH3:29])([CH3:28])[C:25]([CH3:31])([CH3:30])[O:24]2)[O:27][C:26]([CH3:29])([CH3:28])[C:25]([CH3:31])([CH3:30])[O:24]1.CC(C1C=C(C(C)C)C(C2C=CC=CC=2P(C2CCCCC2)C2CCCCC2)=C(C(C)C)C=1)C.CC([O-])=O.[K+]. Product: [CH3:19][N:17]1[CH:18]=[C:14]([N:9]2[CH:10]=[CH:11][C:12](=[O:13])[C:7]([C:5](=[O:6])[C:4]3[CH:20]=[CH:21][CH:22]=[C:2]([B:23]4[O:27][C:26]([CH3:29])([CH3:28])[C:25]([CH3:31])([CH3:30])[O:24]4)[CH:3]=3)=[N:8]2)[CH:15]=[N:16]1. The catalyst class is: 62.